Dataset: Catalyst prediction with 721,799 reactions and 888 catalyst types from USPTO. Task: Predict which catalyst facilitates the given reaction. (1) Reactant: Br[C:2]1[C:3]([F:8])=[N:4][CH:5]=[CH:6][CH:7]=1.[O:9]1[CH2:14][CH:13]=[C:12](B2OC(C)(C)C(C)(C)O2)[CH2:11][CH2:10]1.C(=O)([O-])[O-].[Na+].[Na+]. Product: [O:9]1[CH2:10][CH:11]=[C:12]([C:2]2[C:3]([F:8])=[N:4][CH:5]=[CH:6][CH:7]=2)[CH2:13][CH2:14]1. The catalyst class is: 149. (2) Reactant: [OH:1][CH2:2][C@@H:3]([NH:9][C:10]([NH:12][C:13]1[CH:18]=[CH:17][C:16]([C:19]2[CH:24]=[CH:23][N:22]=[CH:21][CH:20]=2)=[CH:15][CH:14]=1)=[O:11])[C:4]1[S:5][CH:6]=[CH:7][CH:8]=1.C(O)(=O)C.[Cl:29]N1C(=O)CCC1=O. Product: [Cl:29][C:6]1[S:5][C:4]([C@H:3]([NH:9][C:10]([NH:12][C:13]2[CH:18]=[CH:17][C:16]([C:19]3[CH:20]=[CH:21][N:22]=[CH:23][CH:24]=3)=[CH:15][CH:14]=2)=[O:11])[CH2:2][OH:1])=[CH:8][CH:7]=1. The catalyst class is: 4. (3) Reactant: [Br:1][C:2]1[N:7]=[CH:6][C:5]2[CH:8]=[C:9]([CH:11](OCC)[O:12]CC)[NH:10][C:4]=2[CH:3]=1. Product: [Br:1][C:2]1[N:7]=[CH:6][C:5]2[CH:8]=[C:9]([CH:11]=[O:12])[NH:10][C:4]=2[CH:3]=1. The catalyst class is: 20. (4) Reactant: [CH3:1][S:2](Cl)(=[O:4])=[O:3].[CH3:6][C:7]1[CH:20]=[CH:19][C:10]([CH2:11][S:12]([CH2:15][CH2:16][CH2:17][OH:18])(=[O:14])=[O:13])=[CH:9][CH:8]=1.CCN(CC)CC. Product: [CH3:1][S:2]([O:18][CH2:17][CH2:16][CH2:15][S:12]([CH2:11][C:10]1[CH:19]=[CH:20][C:7]([CH3:6])=[CH:8][CH:9]=1)(=[O:14])=[O:13])(=[O:4])=[O:3]. The catalyst class is: 2.